Dataset: Experimentally validated miRNA-target interactions with 360,000+ pairs, plus equal number of negative samples. Task: Binary Classification. Given a miRNA mature sequence and a target amino acid sequence, predict their likelihood of interaction. The miRNA is hsa-miR-3180-5p with sequence CUUCCAGACGCUCCGCCCCACGUCG. The protein sequence of the target gene is MAEAAAGEAGASERDPDAGRARRRLRVLSGHLLGRPQEAPSTNECKARRAASAAGASPAATPAAPESGTIPKKRQEVMKWNGWGYNDSKFLLNKKGQVELTGKRYPLSGLVLPTLRDWIQNTLGVSLEHKTTSKTSINPSEAPPSIVNEDFLQELKEARISYSQEADDRVFRAHGHCLHEIFLLREGMFERIPDIVVWPTCHDDVVKIVNLACKYNLCIIPIGGGTSVSYGLMCPADETRTIISLDTSQMNRILWVDENNLTAHVEAGITGQDLERQLKESGYCTGHEPDSLEFSTVGGW.... Result: 0 (no interaction).